The task is: Predict hERG channel inhibition at various concentrations.. This data is from hERG Central: cardiac toxicity at 1µM, 10µM, and general inhibition. (1) The molecule is Cc1ccc(OCC(=O)N(Cc2ccc(C)o2)C2CCS(=O)(=O)C2)cc1. Results: hERG_inhib (hERG inhibition (general)): blocker. (2) The drug is Cc1ccc(S(=O)(=O)NCC(=O)N(CC2CCCO2)C(C(=O)NC2CCCCC2)C(C)C)cc1. Results: hERG_inhib (hERG inhibition (general)): blocker. (3) The molecule is CC(=O)N1CCN(C2=NC(=O)/C(=C/c3ccc(OS(=O)(=O)c4ccccc4)cc3)S2)CC1. Results: hERG_inhib (hERG inhibition (general)): blocker.